Dataset: Catalyst prediction with 721,799 reactions and 888 catalyst types from USPTO. Task: Predict which catalyst facilitates the given reaction. (1) Reactant: ClC([O:4][CH2:5][CH:6]([CH3:8])C)=O.[C:9]([O:13][C:14](CCC(N)C(O)=O)=[O:15])([CH3:12])([CH3:11])[CH3:10].[CH3:23][N:24]1CCOCC1.[NH2:30][C:31]1[N:39]=[C:38]2[C:34]([C:35]([C:47]3[CH:52]=[CH:51][N:50]=[CH:49][CH:48]=3)=[C:36]([C:40]3[CH:45]=[CH:44][C:43]([F:46])=[CH:42][CH:41]=3)[NH:37]2)=[CH:33][CH:32]=1.C(=O)(O)[O-]. Product: [C:9]([O:13][C:14]([NH:24][CH2:23][CH2:8][CH2:6][C:5]([NH:30][C:31]1[N:39]=[C:38]2[C:34]([C:35]([C:47]3[CH:52]=[CH:51][N:50]=[CH:49][CH:48]=3)=[C:36]([C:40]3[CH:41]=[CH:42][C:43]([F:46])=[CH:44][CH:45]=3)[NH:37]2)=[CH:33][CH:32]=1)=[O:4])=[O:15])([CH3:10])([CH3:11])[CH3:12]. The catalyst class is: 1. (2) Product: [NH2:8][C:7]1[CH:6]=[CH:5][C:4]([CH2:11][C:12]([O:14][CH2:15][CH3:16])=[O:13])=[CH:3][C:2]=1[F:1]. The catalyst class is: 63. Reactant: [F:1][C:2]1[CH:3]=[C:4]([CH:11](C(OCC2C=CC=CC=2)=O)[C:12]([O:14][CH2:15][CH3:16])=[O:13])[CH:5]=[CH:6][C:7]=1[N+:8]([O-])=O.C([O-])=O.[NH4+].